Dataset: Forward reaction prediction with 1.9M reactions from USPTO patents (1976-2016). Task: Predict the product of the given reaction. (1) Given the reactants Cl.[NH2:2][C@@H:3]([CH2:25][CH:26]1[CH2:30][CH2:29][CH2:28][CH2:27]1)[C:4]([NH:6][C@H:7]1[CH2:13][CH2:12][C@@H:11]([CH3:14])[N:10]([S:15]([C:18]2[CH:23]=[CH:22][CH:21]=[CH:20][N:19]=2)(=[O:17])=[O:16])[CH2:9][C@@H:8]1[OH:24])=[O:5].[O:31]1[CH2:35][CH2:34][CH:33]([C:36](O)=[O:37])[CH2:32]1.CC(OI1(OC(C)=O)(OC(C)=O)OC(=O)C2C=CC=CC1=2)=O, predict the reaction product. The product is: [CH:26]1([CH2:25][C@H:3]([NH:2][C:36]([CH:33]2[CH2:34][CH2:35][O:31][CH2:32]2)=[O:37])[C:4](=[O:5])[NH:6][C@H:7]2[CH2:13][CH2:12][C@@H:11]([CH3:14])[N:10]([S:15]([C:18]3[CH:23]=[CH:22][CH:21]=[CH:20][N:19]=3)(=[O:16])=[O:17])[CH2:9][C:8]2=[O:24])[CH2:27][CH2:28][CH2:29][CH2:30]1. (2) Given the reactants [Br:1][C:2]1[CH:6]=[C:5]([C:7](O)([CH3:9])[CH3:8])[N:4]([CH3:11])[N:3]=1.S(=O)(=O)(O)O.[OH-:17].[Na+].[C:19](#[N:21])[CH3:20], predict the reaction product. The product is: [Br:1][C:2]1[CH:6]=[C:5]([C:7]([NH:21][C:19](=[O:17])[CH3:20])([CH3:9])[CH3:8])[N:4]([CH3:11])[N:3]=1. (3) The product is: [F:20][C:21]1[CH:22]=[N:23][C:24]([C@@H:27]([NH:29][C:2]2[N:11]=[C:10]([NH:12][C:13]3[N:14]=[CH:15][N:16]([CH3:18])[CH:17]=3)[C:9]3[C:4](=[N:5][CH:6]=[CH:7][N:8]=3)[N:3]=2)[CH3:28])=[N:25][CH:26]=1. Given the reactants Cl[C:2]1[N:11]=[C:10]([NH:12][C:13]2[N:14]=[CH:15][N:16]([CH3:18])[CH:17]=2)[C:9]2[C:4](=[N:5][CH:6]=[CH:7][N:8]=2)[N:3]=1.Cl.[F:20][C:21]1[CH:22]=[N:23][C:24]([C@@H:27]([NH2:29])[CH3:28])=[N:25][CH:26]=1.CCN(C(C)C)C(C)C, predict the reaction product. (4) Given the reactants [CH3:1][C:2]1([CH3:25])[CH2:6][C@H:5]([CH2:7][C:8]2[CH:13]=[CH:12][C:11]([N+:14]([O-])=O)=[CH:10][CH:9]=2)[N:4]([C:17]([O:19][C:20]([CH3:23])([CH3:22])[CH3:21])=[O:18])[C:3]1=[O:24], predict the reaction product. The product is: [NH2:14][C:11]1[CH:10]=[CH:9][C:8]([CH2:7][C@@H:5]2[N:4]([C:17]([O:19][C:20]([CH3:23])([CH3:21])[CH3:22])=[O:18])[C:3](=[O:24])[C:2]([CH3:25])([CH3:1])[CH2:6]2)=[CH:13][CH:12]=1. (5) Given the reactants [C:1]([CH2:3][C:4]([NH:6][C:7]1[CH:12]=[CH:11][C:10]([F:13])=[CH:9][C:8]=1[CH3:14])=[O:5])#[N:2].CO[CH:17]=[CH:18][C:19](=O)[CH3:20].N12CCN(CC1)CC2, predict the reaction product. The product is: [F:13][C:10]1[CH:11]=[CH:12][C:7]([N:6]2[C:19]([CH3:20])=[CH:18][CH:17]=[C:3]([C:1]#[N:2])[C:4]2=[O:5])=[C:8]([CH3:14])[CH:9]=1. (6) Given the reactants [CH3:1][O:2][C:3](=[O:22])[C:4]([O:10][CH2:11][C:12]([C:15]1[CH:20]=[CH:19][CH:18]=[C:17]([Br:21])[CH:16]=1)(O)[CH3:13])([CH3:9])[C:5]([F:8])([F:7])[F:6].C[Si]([N:27]=[N+:28]=[N-:29])(C)C.B(F)(F)F.CCOCC, predict the reaction product. The product is: [CH3:1][O:2][C:3](=[O:22])[C:4]([O:10][CH2:11][C:12]([N:27]=[N+:28]=[N-:29])([C:15]1[CH:20]=[CH:19][CH:18]=[C:17]([Br:21])[CH:16]=1)[CH3:13])([CH3:9])[C:5]([F:8])([F:7])[F:6].